From a dataset of Reaction yield outcomes from USPTO patents with 853,638 reactions. Predict the reaction yield, written as a fraction of the theoretical maximum amount of product (1.0 means a 100% yield; for example, 0.34 means a 34% yield). (1) The reactants are [F:1][C:2]1[CH:10]=[CH:9][C:5]([C:6](Cl)=[O:7])=[CH:4][CH:3]=1.[Br:11][C:12]1[C:13]([F:22])=[C:14]2[C:20]([NH2:21])=[CH:19][NH:18][C:15]2=[N:16][CH:17]=1. The catalyst is N1C=CC=CC=1. The product is [Br:11][C:12]1[C:13]([F:22])=[C:14]2[C:20]([NH:21][C:6](=[O:7])[C:5]3[CH:9]=[CH:10][C:2]([F:1])=[CH:3][CH:4]=3)=[CH:19][NH:18][C:15]2=[N:16][CH:17]=1. The yield is 0.770. (2) The reactants are [Br:1][C:2]1[CH:3]=[C:4]([CH2:8][CH2:9][CH2:10][CH2:11][C:12]([OH:14])=O)[CH:5]=[CH:6][CH:7]=1. The catalyst is ClC1C=CC=CC=1. The product is [Br:1][C:2]1[CH:7]=[CH:6][C:5]2[C:12](=[O:14])[CH2:11][CH2:10][CH2:9][CH2:8][C:4]=2[CH:3]=1. The yield is 0.429.